This data is from Full USPTO retrosynthesis dataset with 1.9M reactions from patents (1976-2016). The task is: Predict the reactants needed to synthesize the given product. (1) Given the product [C:32]([C:29]1[CH:28]=[CH:27][C:26]([OH:25])=[CH:31][CH:30]=1)([C:35]1[CH:36]=[CH:37][C:38]([OH:41])=[CH:39][CH:40]=1)([CH3:34])[CH3:33].[CH2:26]([O:25][P:15]([O-:17])[O-:16])[CH2:27][CH2:28][CH2:29][CH2:32][CH2:35][CH2:36][CH3:37], predict the reactants needed to synthesize it. The reactants are: C1(C(C2C=CC=CC=2)([PH:15]([O-])([O-:17])[O-:16])C(CC)CCCC)C=CC=CC=1.[OH:25][C:26]1[CH:31]=[CH:30][C:29]([C:32]([C:35]2[CH:40]=[CH:39][C:38]([OH:41])=[CH:37][CH:36]=2)([CH3:34])[CH3:33])=[CH:28][CH:27]=1.[Na]. (2) Given the product [F:9][C:8]([F:11])([F:10])[C:6]1[CH:7]=[C:2]2[C:14]3([CH2:18][CH2:17][N:16]([C:19]([O:21][C:22]([CH3:25])([CH3:24])[CH3:23])=[O:20])[CH2:15]3)[CH2:13][NH:12][C:3]2=[CH:4][CH:5]=1, predict the reactants needed to synthesize it. The reactants are: Br[C:2]1[CH:7]=[C:6]([C:8]([F:11])([F:10])[F:9])[CH:5]=[CH:4][C:3]=1[NH:12][CH2:13][C:14]1[CH2:15][N:16]([C:19]([O:21][C:22]([CH3:25])([CH3:24])[CH3:23])=[O:20])[CH2:17][CH:18]=1.C([SnH](CCCC)CCCC)CCC.N(C(C)(C)C#N)=NC(C)(C)C#N. (3) Given the product [CH3:22][O:23][C:24](=[O:59])[CH2:25][CH2:26][C:27]1[CH:32]=[CH:31][C:30]([F:33])=[CH:29][C:28]=1[CH2:34][CH:35]1[CH:40]([C:41]2[O:42][CH:43]=[C:44]([C:46](=[O:57])[NH:47][CH2:48][CH2:49][CH2:50][CH2:51][CH2:52][CH2:53][CH2:54][CH2:55][CH3:56])[N:45]=2)[CH:39]2[O:58][CH:36]1[CH2:37][CH2:38]2, predict the reactants needed to synthesize it. The reactants are: C1N2CN3CN(C2)CN1C3.C1CCN2C(=NCCC2)CC1.[CH3:22][O:23][C:24](=[O:59])[CH2:25][CH2:26][C:27]1[CH:32]=[CH:31][C:30]([F:33])=[CH:29][C:28]=1[CH2:34][CH:35]1[CH:40]([C:41]2[O:42][CH2:43][CH:44]([C:46](=[O:57])[NH:47][CH2:48][CH2:49][CH2:50][CH2:51][CH2:52][CH2:53][CH2:54][CH2:55][CH3:56])[N:45]=2)[CH:39]2[O:58][CH:36]1[CH2:37][CH2:38]2. (4) Given the product [Br:1][C:2]1[CH:7]=[CH:6][C:5]([CH:8]([C:13]2[CH:18]=[CH:17][C:16]([F:19])=[CH:15][C:14]=2[CH3:20])[CH2:9][C:10]([N:23]([O:24][CH3:25])[CH3:22])=[O:11])=[CH:4][CH:3]=1, predict the reactants needed to synthesize it. The reactants are: [Br:1][C:2]1[CH:7]=[CH:6][C:5]([CH:8]([C:13]2[CH:18]=[CH:17][C:16]([F:19])=[CH:15][C:14]=2[CH3:20])[CH2:9][C:10](O)=[O:11])=[CH:4][CH:3]=1.Cl.[CH3:22][NH:23][O:24][CH3:25]. (5) Given the product [C:29]1(/[C:22](=[N:21]/[O:20][CH2:19][C:18]2[CH:35]=[CH:36][C:15]([O:14][CH2:2][C:3]3[O:7][N:6]=[C:5]([C:8]4[CH:13]=[CH:12][CH:11]=[CH:10][CH:9]=4)[CH:4]=3)=[CH:16][CH:17]=2)/[CH2:23][CH2:24][C:25]([O:27][CH3:28])=[O:26])[CH:30]=[CH:31][CH:32]=[CH:33][CH:34]=1, predict the reactants needed to synthesize it. The reactants are: Cl[CH2:2][C:3]1[O:7][N:6]=[C:5]([C:8]2[CH:13]=[CH:12][CH:11]=[CH:10][CH:9]=2)[CH:4]=1.[OH:14][C:15]1[CH:36]=[CH:35][C:18]([CH2:19][O:20]/[N:21]=[C:22](/[C:29]2[CH:34]=[CH:33][CH:32]=[CH:31][CH:30]=2)\[CH2:23][CH2:24][C:25]([O:27][CH3:28])=[O:26])=[CH:17][CH:16]=1.C(=O)([O-])[O-].[K+].[K+].CN(C)C=O. (6) Given the product [CH2:22]([O:1][C:2]1[CH:3]=[C:4]([CH2:8][CH2:9][CH2:10][N:11]2[C:19](=[O:20])[C:18]3[C:13](=[CH:14][CH:15]=[CH:16][CH:17]=3)[C:12]2=[O:21])[CH:5]=[CH:6][CH:7]=1)[CH2:23][CH2:24][CH2:25][CH3:26], predict the reactants needed to synthesize it. The reactants are: [OH:1][C:2]1[CH:3]=[C:4]([CH2:8][CH2:9][CH2:10][N:11]2[C:19](=[O:20])[C:18]3[C:13](=[CH:14][CH:15]=[CH:16][CH:17]=3)[C:12]2=[O:21])[CH:5]=[CH:6][CH:7]=1.[CH2:22](Br)[CH2:23][CH2:24][CH2:25][CH3:26].